From a dataset of CYP3A4 inhibition data for predicting drug metabolism from PubChem BioAssay. Regression/Classification. Given a drug SMILES string, predict its absorption, distribution, metabolism, or excretion properties. Task type varies by dataset: regression for continuous measurements (e.g., permeability, clearance, half-life) or binary classification for categorical outcomes (e.g., BBB penetration, CYP inhibition). Dataset: cyp3a4_veith. (1) The compound is Cc1ccc(C(=O)NCc2ccc(N3CCN(C(=O)OC(C)(C)C)CC3)cc2)cc1. The result is 0 (non-inhibitor). (2) The drug is CS(=O)(=O)O[C@H]1CN2CCC1CC2. The result is 0 (non-inhibitor).